From a dataset of Catalyst prediction with 721,799 reactions and 888 catalyst types from USPTO. Predict which catalyst facilitates the given reaction. (1) Reactant: [F:1][C:2]1[CH:10]=[C:9]2[C:5]([C:6]([C:20]3[CH:29]=[CH:28][C:23]4[NH:24][C:25](=[O:27])[O:26][C:22]=4[CH:21]=3)=[CH:7][N:8]2[S:11]([C:14]2[CH:19]=[CH:18][CH:17]=[CH:16][CH:15]=2)(=[O:13])=[O:12])=[CH:4][CH:3]=1.C([O-])([O-])=O.[K+].[K+].Br[CH2:37][C:38]([NH2:40])=[O:39]. Product: [F:1][C:2]1[CH:10]=[C:9]2[C:5]([C:6]([C:20]3[CH:29]=[CH:28][C:23]4[N:24]([CH2:37][C:38]([NH2:40])=[O:39])[C:25](=[O:27])[O:26][C:22]=4[CH:21]=3)=[CH:7][N:8]2[S:11]([C:14]2[CH:15]=[CH:16][CH:17]=[CH:18][CH:19]=2)(=[O:13])=[O:12])=[CH:4][CH:3]=1. The catalyst class is: 37. (2) Reactant: F[C:2]1[CH:19]=[CH:18][C:5]([O:6][CH2:7][C:8]2[CH:17]=[CH:16][C:15]3[C:10](=[CH:11][CH:12]=[CH:13][CH:14]=3)[N:9]=2)=[CH:4][C:3]=1[N+:20]([O-:22])=[O:21].[F:23][C:24]([F:34])([F:33])[C:25]1[CH:32]=[CH:31][C:28]([CH2:29][NH2:30])=[CH:27][CH:26]=1.CCN(C(C)C)C(C)C. Product: [N+:20]([C:3]1[CH:4]=[C:5]([O:6][CH2:7][C:8]2[CH:17]=[CH:16][C:15]3[C:10](=[CH:11][CH:12]=[CH:13][CH:14]=3)[N:9]=2)[CH:18]=[CH:19][C:2]=1[NH:30][CH2:29][C:28]1[CH:27]=[CH:26][C:25]([C:24]([F:23])([F:33])[F:34])=[CH:32][CH:31]=1)([O-:22])=[O:21]. The catalyst class is: 10. (3) The catalyst class is: 60. Reactant: [NH:1]1[CH2:6][CH2:5][NH:4][CH2:3][CH2:2]1.Cl[C:8]1[N:9]([CH2:30][CH:31]([CH3:33])[CH3:32])[C:10]2[C:15]([N:16]=1)=[C:14]([N:17]1[CH2:22][CH2:21][O:20][CH2:19][CH2:18]1)[N:13]=[C:12]([C:23]1[CH:24]=[N:25][C:26]([NH2:29])=[N:27][CH:28]=1)[N:11]=2. Product: [CH2:30]([N:9]1[C:8]([N:1]2[CH2:6][CH2:5][NH:4][CH2:3][CH2:2]2)=[N:16][C:15]2[C:10]1=[N:11][C:12]([C:23]1[CH:28]=[N:27][C:26]([NH2:29])=[N:25][CH:24]=1)=[N:13][C:14]=2[N:17]1[CH2:22][CH2:21][O:20][CH2:19][CH2:18]1)[CH:31]([CH3:33])[CH3:32]. (4) Reactant: Br[C:2]1[CH:3]=[C:4]([NH:11][C:12](=[O:14])[CH3:13])[CH:5]=[C:6]([N+:8]([O-:10])=[O:9])[CH:7]=1.N#N.[B:17]1([B:17]2[O:21][C:20]([CH3:23])([CH3:22])[C:19]([CH3:25])([CH3:24])[O:18]2)[O:21][C:20]([CH3:23])([CH3:22])[C:19]([CH3:25])([CH3:24])[O:18]1.C([O-])(=O)C.[K+]. Product: [N+:8]([C:6]1[CH:5]=[C:4]([NH:11][C:12](=[O:14])[CH3:13])[CH:3]=[C:2]([B:17]2[O:21][C:20]([CH3:23])([CH3:22])[C:19]([CH3:25])([CH3:24])[O:18]2)[CH:7]=1)([O-:10])=[O:9]. The catalyst class is: 438. (5) Reactant: [CH3:1][C:2]1[CH:7]=[CH:6][C:5]([C:8]2[O:12][N:11]=[CH:10][C:9]=2[C:13](Cl)=[O:14])=[CH:4][CH:3]=1.[NH:16]1[CH2:21][CH2:20][CH:19]([N:22]2[C:26]3[CH:27]=[CH:28][CH:29]=[CH:30][C:25]=3[NH:24][C:23]2=[O:31])[CH2:18][CH2:17]1. Product: [CH3:1][C:2]1[CH:7]=[CH:6][C:5]([C:8]2[O:12][N:11]=[CH:10][C:9]=2[C:13]([N:16]2[CH2:17][CH2:18][CH:19]([N:22]3[C:26]4[CH:27]=[CH:28][CH:29]=[CH:30][C:25]=4[NH:24][C:23]3=[O:31])[CH2:20][CH2:21]2)=[O:14])=[CH:4][CH:3]=1. The catalyst class is: 4. (6) Reactant: [CH:1]1([S:7]([C:10]2[CH:15]=[CH:14][C:13]([CH:16](OC)[O:17]C)=[CH:12][CH:11]=2)(=[O:9])=[O:8])[CH2:6][CH2:5][CH2:4][CH2:3][CH2:2]1.S(=O)(=O)(O)O.C(=O)([O-])[O-].[K+].[K+]. Product: [CH:1]1([S:7]([C:10]2[CH:11]=[CH:12][C:13]([CH:16]=[O:17])=[CH:14][CH:15]=2)(=[O:9])=[O:8])[CH2:6][CH2:5][CH2:4][CH2:3][CH2:2]1. The catalyst class is: 20. (7) Reactant: [Cl-].O[NH3+:3].[C:4](=[O:7])([O-])[OH:5].[Na+].CS(C)=O.[CH2:13]([C:15]1[S:52][C:18]2[N:19]([CH2:36][C:37]3[CH:42]=[CH:41][C:40]([C:43]4[C:44]([C:50]#[N:51])=[C:45]([F:49])[CH:46]=[CH:47][CH:48]=4)=[CH:39][CH:38]=3)[C:20](=[O:35])[N:21]([CH2:24][C:25]([C:27]3[CH:32]=[CH:31][C:30]([O:33][CH3:34])=[CH:29][CH:28]=3)=[O:26])[C:22](=[O:23])[C:17]=2[CH:16]=1)[CH3:14]. Product: [CH2:13]([C:15]1[S:52][C:18]2[N:19]([CH2:36][C:37]3[CH:42]=[CH:41][C:40]([C:43]4[CH:48]=[CH:47][CH:46]=[C:45]([F:49])[C:44]=4[C:50]4[NH:3][C:4](=[O:7])[O:5][N:51]=4)=[CH:39][CH:38]=3)[C:20](=[O:35])[N:21]([CH2:24][C:25]([C:27]3[CH:28]=[CH:29][C:30]([O:33][CH3:34])=[CH:31][CH:32]=3)=[O:26])[C:22](=[O:23])[C:17]=2[CH:16]=1)[CH3:14]. The catalyst class is: 22. (8) Reactant: Br[C:2]1[C:7]2[CH2:8][CH2:9][O:10][C:6]=2[C:5]([NH2:11])=[CH:4][C:3]=1[CH3:12].[N:13]1[CH:18]=[CH:17][C:16](B(O)O)=[CH:15][CH:14]=1.C([O-])([O-])=O.[Cs+].[Cs+].O. Product: [CH3:12][C:3]1[CH:4]=[C:5]([NH2:11])[C:6]2[O:10][CH2:9][CH2:8][C:7]=2[C:2]=1[C:16]1[CH:17]=[CH:18][N:13]=[CH:14][CH:15]=1. The catalyst class is: 128.